From a dataset of Reaction yield outcomes from USPTO patents with 853,638 reactions. Predict the reaction yield, written as a fraction of the theoretical maximum amount of product (1.0 means a 100% yield; for example, 0.34 means a 34% yield). The reactants are Cl[CH2:2][C:3]1[CH:4]=[C:5]([CH:11]=[CH:12][CH:13]=1)[C:6]([N:8]([CH3:10])[CH3:9])=[O:7].[S:14]([O-:17])([O-:16])=[O:15].[Na+].[Na+]. The catalyst is O. The product is [CH3:9][N:8]([CH3:10])[C:6]([C:5]1[CH:4]=[C:3]([CH2:2][S:14]([OH:17])(=[O:16])=[O:15])[CH:13]=[CH:12][CH:11]=1)=[O:7]. The yield is 0.735.